This data is from Forward reaction prediction with 1.9M reactions from USPTO patents (1976-2016). The task is: Predict the product of the given reaction. Given the reactants C(OC([N:11]1[CH2:14][C:13]([NH:24][CH2:25][C@@H:26]([OH:41])[C@@H:27]([NH:37][C:38](=[O:40])[CH3:39])[CH2:28][C:29]2[CH:34]=[C:33]([F:35])[CH:32]=[C:31]([F:36])[CH:30]=2)([C:15]2[CH:20]=[CH:19][CH:18]=[C:17]([CH:21]([CH3:23])[CH3:22])[CH:16]=2)[CH2:12]1)=O)C1C=CC=CC=1.[H][H], predict the reaction product. The product is: [F:36][C:31]1[CH:30]=[C:29]([CH:34]=[C:33]([F:35])[CH:32]=1)[CH2:28][C@H:27]([NH:37][C:38](=[O:40])[CH3:39])[C@H:26]([OH:41])[CH2:25][NH:24][C:13]1([C:15]2[CH:20]=[CH:19][CH:18]=[C:17]([CH:21]([CH3:22])[CH3:23])[CH:16]=2)[CH2:14][NH:11][CH2:12]1.